Dataset: NCI-60 drug combinations with 297,098 pairs across 59 cell lines. Task: Regression. Given two drug SMILES strings and cell line genomic features, predict the synergy score measuring deviation from expected non-interaction effect. (1) Drug 1: CN(C)N=NC1=C(NC=N1)C(=O)N. Drug 2: CN1C(=O)N2C=NC(=C2N=N1)C(=O)N. Cell line: SK-MEL-5. Synergy scores: CSS=-4.44, Synergy_ZIP=0.569, Synergy_Bliss=1.67, Synergy_Loewe=-9.05, Synergy_HSA=-5.67. (2) Drug 1: C1=CC(=CC=C1CCCC(=O)O)N(CCCl)CCCl. Drug 2: C1=CC=C(C=C1)NC(=O)CCCCCCC(=O)NO. Cell line: HCT116. Synergy scores: CSS=45.8, Synergy_ZIP=-8.74, Synergy_Bliss=-9.47, Synergy_Loewe=-17.6, Synergy_HSA=-6.11. (3) Drug 1: CN1CCC(CC1)COC2=C(C=C3C(=C2)N=CN=C3NC4=C(C=C(C=C4)Br)F)OC. Drug 2: CC1CCC2CC(C(=CC=CC=CC(CC(C(=O)C(C(C(=CC(C(=O)CC(OC(=O)C3CCCCN3C(=O)C(=O)C1(O2)O)C(C)CC4CCC(C(C4)OC)O)C)C)O)OC)C)C)C)OC. Cell line: T-47D. Synergy scores: CSS=23.0, Synergy_ZIP=-0.359, Synergy_Bliss=6.56, Synergy_Loewe=2.67, Synergy_HSA=9.14. (4) Drug 1: CN(C)N=NC1=C(NC=N1)C(=O)N. Drug 2: CCN(CC)CCNC(=O)C1=C(NC(=C1C)C=C2C3=C(C=CC(=C3)F)NC2=O)C. Cell line: 786-0. Synergy scores: CSS=-5.08, Synergy_ZIP=1.35, Synergy_Bliss=-2.63, Synergy_Loewe=-6.27, Synergy_HSA=-5.97. (5) Drug 1: C1CC(=O)NC(=O)C1N2C(=O)C3=CC=CC=C3C2=O. Drug 2: C1CCC(C(C1)N)N.C(=O)(C(=O)[O-])[O-].[Pt+4]. Cell line: NCI/ADR-RES. Synergy scores: CSS=-8.08, Synergy_ZIP=-5.83, Synergy_Bliss=-14.7, Synergy_Loewe=-37.1, Synergy_HSA=-20.9.